The task is: Predict the reactants needed to synthesize the given product.. This data is from Full USPTO retrosynthesis dataset with 1.9M reactions from patents (1976-2016). (1) Given the product [O:6]1[CH:7]([CH2:9][NH2:10])[CH2:8][C:4]2[CH:3]=[CH:2][C:25]3[CH2:24][CH2:23][CH2:22][C:21]=3[C:5]1=2, predict the reactants needed to synthesize it. The reactants are: C[C:2]1[C:25]2[CH2:24][CH2:23][CH2:22][C:21]=2[C:5]2[O:6][CH:7]([CH2:9][NH:10]C(=O)OCC3C=CC=CC=3)[CH2:8][C:4]=2[CH:3]=1. (2) Given the product [CH2:1]([O:3][C:4]([C:6]1[C:10]([CH3:20])=[C:9]([C:12]2[CH:17]=[CH:16][C:15]([F:18])=[CH:14][CH:13]=2)[N:8]([CH3:19])[N:7]=1)=[O:5])[CH3:2], predict the reactants needed to synthesize it. The reactants are: [CH2:1]([O:3][C:4]([C:6]1[C:10](I)=[C:9]([C:12]2[CH:17]=[CH:16][C:15]([F:18])=[CH:14][CH:13]=2)[N:8]([CH3:19])[N:7]=1)=[O:5])[CH3:2].[CH2:20]([Li])CCC.CI.C(OCC)(=O)C. (3) Given the product [Cl:22][C:23]1[CH:28]=[CH:27][C:26]([CH:29]=[CH:30][C:31]([C:2]2[CH:15]=[CH:14][C:5]([NH:6][C:7](=[O:13])[O:8][C:9]([CH3:12])([CH3:11])[CH3:10])=[C:4]([CH3:16])[CH:3]=2)([OH:36])[C:32]([F:34])([F:35])[F:33])=[CH:25][CH:24]=1, predict the reactants needed to synthesize it. The reactants are: I[C:2]1[CH:15]=[CH:14][C:5]([NH:6][C:7](=[O:13])[O:8][C:9]([CH3:12])([CH3:11])[CH3:10])=[C:4]([CH3:16])[CH:3]=1.C([Li])CCC.[Cl:22][C:23]1[CH:28]=[CH:27][C:26]([CH:29]=[CH:30][C:31](=[O:36])[C:32]([F:35])([F:34])[F:33])=[CH:25][CH:24]=1.[Cl-].[NH4+]. (4) Given the product [Br:16][C:17]1[CH:22]=[CH:21][C:20]([NH:23][C:24]([NH:15][NH:14][C:12](=[O:13])[CH2:11][C@@H:8]2[CH2:9][CH2:10][N:6]([C:4]([CH:1]3[CH2:3][CH2:2]3)=[O:5])[CH2:7]2)=[O:25])=[CH:19][CH:18]=1, predict the reactants needed to synthesize it. The reactants are: [CH:1]1([C:4]([N:6]2[CH2:10][CH2:9][C@@H:8]([CH2:11][C:12]([NH:14][NH2:15])=[O:13])[CH2:7]2)=[O:5])[CH2:3][CH2:2]1.[Br:16][C:17]1[CH:22]=[CH:21][C:20]([N:23]=[C:24]=[O:25])=[CH:19][CH:18]=1.[N-]=C=O.